This data is from Full USPTO retrosynthesis dataset with 1.9M reactions from patents (1976-2016). The task is: Predict the reactants needed to synthesize the given product. (1) The reactants are: [CH3:1][C:2]1[CH:3]=[CH:4][C:5]([S:9][C:10]2[CH:11]=[CH:12][CH:13]=[CH:14][C:15]=2[N:16]2[CH2:21][CH2:20][NH:19][CH2:18][CH2:17]2)=[C:6]([CH3:8])[CH:7]=1.[Cl:22][C:23]1[CH:28]=[CH:27][C:26]([S:29]([OH:32])(=[O:31])=[O:30])=[CH:25][CH:24]=1. Given the product [CH3:1][C:2]1[CH:3]=[CH:4][C:5]([S:9][C:10]2[CH:11]=[CH:12][CH:13]=[CH:14][C:15]=2[N:16]2[CH2:17][CH2:18][NH:19][CH2:20][CH2:21]2)=[C:6]([CH3:8])[CH:7]=1.[Cl:22][C:23]1[CH:24]=[CH:25][C:26]([S:29]([O-:32])(=[O:30])=[O:31])=[CH:27][CH:28]=1, predict the reactants needed to synthesize it. (2) Given the product [C:1]([O:5][C:6]([N:8]1[CH2:12][CH2:11][CH2:10][C@H:9]1[CH2:13][NH:14][C:15]1[CH:20]=[CH:19][C:18]([C:21]2[CH:26]=[CH:25][CH:24]=[CH:23][CH:22]=2)=[CH:17][C:16]=1[O:27][C:28]1[CH:33]=[CH:32][C:31]([C:34](=[O:36])[N:39]([CH2:40][CH3:41])[CH2:37][CH3:38])=[CH:30][CH:29]=1)=[O:7])([CH3:2])([CH3:4])[CH3:3], predict the reactants needed to synthesize it. The reactants are: [C:1]([O:5][C:6]([N:8]1[CH2:12][CH2:11][CH2:10][C@H:9]1[CH2:13][NH:14][C:15]1[CH:20]=[CH:19][C:18]([C:21]2[CH:26]=[CH:25][CH:24]=[CH:23][CH:22]=2)=[CH:17][C:16]=1[O:27][C:28]1[CH:33]=[CH:32][C:31]([C:34]([OH:36])=O)=[CH:30][CH:29]=1)=[O:7])([CH3:4])([CH3:3])[CH3:2].[CH2:37]([NH:39][CH2:40][CH3:41])[CH3:38].C1CN([P+](ON2N=NC3C=CC=CC2=3)(N2CCCC2)N2CCCC2)CC1.F[P-](F)(F)(F)(F)F.C1C=CC2N(O)N=NC=2C=1.CCN(C(C)C)C(C)C. (3) The reactants are: [S:1]1[CH:5]=[CH:4][N:3]=[C:2]1[C:6]1[CH:23]=[CH:22][CH:21]=[CH:20][C:7]=1[CH2:8][N:9]1C(=O)C2C(=CC=CC=2)C1=O.O.NN. Given the product [S:1]1[CH:5]=[CH:4][N:3]=[C:2]1[C:6]1[CH:23]=[CH:22][CH:21]=[CH:20][C:7]=1[CH2:8][NH2:9], predict the reactants needed to synthesize it. (4) Given the product [CH3:1][O:2][C:3]1[CH:44]=[CH:43][CH:42]=[CH:41][C:4]=1[CH2:5][NH:6][C:7]([C:9]1[N:13]([C:14]2[CH:19]=[CH:18][CH:17]=[C:16]([CH:20]3[CH2:25][CH2:24][N:23]([CH2:26][CH2:27][NH:28][CH3:29])[CH2:22][CH2:21]3)[CH:15]=2)[N:12]=[C:11]([C:37]([F:38])([F:39])[F:40])[CH:10]=1)=[O:8], predict the reactants needed to synthesize it. The reactants are: [CH3:1][O:2][C:3]1[CH:44]=[CH:43][CH:42]=[CH:41][C:4]=1[CH2:5][NH:6][C:7]([C:9]1[N:13]([C:14]2[CH:15]=[C:16]([CH:20]3[CH2:25][CH2:24][N:23]([CH2:26][CH2:27][N:28](C)[C:29](=O)OC(C)(C)C)[CH2:22][CH2:21]3)[CH:17]=[CH:18][CH:19]=2)[N:12]=[C:11]([C:37]([F:40])([F:39])[F:38])[CH:10]=1)=[O:8].C(O)(C(F)(F)F)=O. (5) The reactants are: [NH2:1][C:2]1[N:7]=[C:6](Cl)[CH:5]=[C:4]([Cl:9])[N:3]=1.C(=O)([O-])[O-].[K+].[K+].[C:16]([O:20][C:21](=[O:26])[NH:22][CH2:23][CH2:24][SH:25])([CH3:19])([CH3:18])[CH3:17].[Cl-].[NH4+]. Given the product [C:16]([O:20][C:21](=[O:26])[NH:22][CH2:23][CH2:24][S:25][C:6]1[CH:5]=[C:4]([Cl:9])[N:3]=[C:2]([NH2:1])[N:7]=1)([CH3:19])([CH3:17])[CH3:18], predict the reactants needed to synthesize it.